This data is from Reaction yield outcomes from USPTO patents with 853,638 reactions. The task is: Predict the reaction yield, written as a fraction of the theoretical maximum amount of product (1.0 means a 100% yield; for example, 0.34 means a 34% yield). (1) The reactants are C([O:8][C:9]1[CH:31]=[CH:30][C:12]([C:13]2[O:14][C:15]3[C:20]([C:21](=[O:23])[CH:22]=2)=[C:19]([O:24][CH3:25])[C:18]([O:26][CH3:27])=[C:17]([O:28][CH3:29])[CH:16]=3)=[CH:11][CH:10]=1)C1C=CC=CC=1. The catalyst is [Pd].C(O)C. The product is [OH:8][C:9]1[CH:10]=[CH:11][C:12]([C:13]2[O:14][C:15]3[C:20]([C:21](=[O:23])[CH:22]=2)=[C:19]([O:24][CH3:25])[C:18]([O:26][CH3:27])=[C:17]([O:28][CH3:29])[CH:16]=3)=[CH:30][CH:31]=1. The yield is 0.950. (2) The reactants are [F:1][C:2]1[CH:21]=[CH:20][C:5]([O:6][C:7]2[CH:8]=[C:9]([CH:13]=[C:14]([C:16]([O:18][CH3:19])=[O:17])[CH:15]=2)[C:10]([OH:12])=O)=[CH:4][CH:3]=1.CCN=C=NCCCN(C)C.Cl.C1C=CC2N(O)N=NC=2C=1.O.[F:45][C:46]1[CH:51]=[CH:50][C:49]([CH2:52][NH2:53])=[CH:48][CH:47]=1.C([O-])(O)=O.[Na+]. The catalyst is CN(C=O)C.C(Cl)Cl.CCOC(C)=O. The product is [F:45][C:46]1[CH:51]=[CH:50][C:49]([CH2:52][NH:53][C:10]([C:9]2[CH:13]=[C:14]([CH:15]=[C:7]([O:6][C:5]3[CH:4]=[CH:3][C:2]([F:1])=[CH:21][CH:20]=3)[CH:8]=2)[C:16]([O:18][CH3:19])=[O:17])=[O:12])=[CH:48][CH:47]=1. The yield is 0.900. (3) The reactants are Br[C:2](=[CH:7][CH3:8])[C:3]([O:5][CH3:6])=[O:4].[C:9]1([C:15]2[CH:20]=[CH:19][C:18]([OH:21])=[CH:17][CH:16]=2)[CH:14]=[CH:13][CH:12]=[CH:11][CH:10]=1.C([O-])([O-])=O.[K+].[K+]. The catalyst is C(#N)C. The product is [C:15]1([C:9]2[CH:14]=[CH:13][CH:12]=[CH:11][CH:10]=2)[CH:16]=[CH:17][C:18]([O:21][C:2](=[CH:7][CH3:8])[C:3]([O:5][CH3:6])=[O:4])=[CH:19][CH:20]=1. The yield is 0.990. (4) The product is [C:2]1([C:2]2[CH:7]=[CH:6][CH:5]=[CH:4][CH:3]=2)[CH:7]=[CH:6][C:5]([NH:8][C:9]2[CH:14]=[CH:13][C:12]([C:16]3[CH:21]=[CH:20][CH:19]=[CH:18][CH:17]=3)=[CH:11][CH:10]=2)=[CH:4][CH:3]=1. The reactants are Br[C:2]1[CH:7]=[CH:6][C:5]([NH:8][C:9]2[CH:14]=[CH:13][C:12](Br)=[CH:11][CH:10]=2)=[CH:4][CH:3]=1.[C:16]1(B(O)O)[CH:21]=[CH:20][CH:19]=[CH:18][CH:17]=1.C(=O)([O-])[O-].[K+].[K+]. The catalyst is C([O-])(=O)C.[Pd+2].C([O-])(=O)C.COCCOC. The yield is 0.720. (5) The reactants are C([O:9][CH2:10][C@@H:11]1[C:15]([O:17]C(=O)C)([CH3:16])[C@:14]([F:22])([CH3:21])[CH:13]([N:23]2[CH:28]=[CH:27][C:26](=[O:29])[NH:25][C:24]2=[O:30])[O:12]1)(=O)C1C=CC=CC=1.CO. The catalyst is N. The product is [F:22][C:14]1([CH3:21])[C@@:15]([OH:17])([CH3:16])[CH:11]([CH2:10][OH:9])[O:12][C@H:13]1[N:23]1[CH:28]=[CH:27][C:26](=[O:29])[NH:25][C:24]1=[O:30]. The yield is 0.550. (6) The reactants are C([O:4][C@H:5]1[C@H:9]([O:10][C:11](=[O:18])[C:12]2[CH:17]=[CH:16][CH:15]=[CH:14][CH:13]=2)[C@H:8]([CH2:19][O:20][C:21](=[O:28])[C:22]2[CH:27]=[CH:26][CH:25]=[CH:24][CH:23]=2)[O:7][C@@H:6]1[N:29]1[CH:37]=[N:36][C:35]2[C:30]1=[N:31][CH:32]=[N:33][C:34]=2[NH2:38])(=O)C.O.NN. The catalyst is N1C=CC=CC=1. The product is [C:11]([O:10][C@@H:9]1[C@H:8]([CH2:19][O:20][C:21](=[O:28])[C:22]2[CH:23]=[CH:24][CH:25]=[CH:26][CH:27]=2)[O:7][C@H:6]([N:29]2[CH:37]=[N:36][C:35]3[C:30]2=[N:31][CH:32]=[N:33][C:34]=3[NH2:38])[C@H:5]1[OH:4])(=[O:18])[C:12]1[CH:13]=[CH:14][CH:15]=[CH:16][CH:17]=1. The yield is 0.680. (7) The reactants are [Cl:1][C:2]1[C:3]([F:34])=[C:4]([CH:31]=[CH:32][CH:33]=1)[NH:5][C:6]1[C:15]2[C:10](=[CH:11][C:12]([O:29][CH3:30])=[C:13]([O:16][C@H:17]3[CH2:21][CH2:20][N:19](C(OC(C)(C)C)=O)[CH2:18]3)[CH:14]=2)[N:9]=[CH:8][N:7]=1.Cl. No catalyst specified. The product is [ClH:1].[Cl:1][C:2]1[C:3]([F:34])=[C:4]([CH:31]=[CH:32][CH:33]=1)[NH:5][C:6]1[C:15]2[C:10](=[CH:11][C:12]([O:29][CH3:30])=[C:13]([O:16][C@H:17]3[CH2:21][CH2:20][NH:19][CH2:18]3)[CH:14]=2)[N:9]=[CH:8][N:7]=1. The yield is 0.930.